This data is from Catalyst prediction with 721,799 reactions and 888 catalyst types from USPTO. The task is: Predict which catalyst facilitates the given reaction. Reactant: [C:1]([C:5]1[CH:12]=[C:11]([C:13]([CH3:16])([CH3:15])[CH3:14])[CH:10]=[C:9]([OH:17])[C:6]=1[CH:7]=[O:8])([CH3:4])([CH3:3])[CH3:2].[H-].[Na+].[CH2:20](Br)[C:21]1[CH:26]=[CH:25][CH:24]=[CH:23][CH:22]=1. Product: [CH2:20]([O:17][C:9]1[CH:10]=[C:11]([C:13]([CH3:16])([CH3:15])[CH3:14])[CH:12]=[C:5]([C:1]([CH3:4])([CH3:3])[CH3:2])[C:6]=1[CH:7]=[O:8])[C:21]1[CH:26]=[CH:25][CH:24]=[CH:23][CH:22]=1. The catalyst class is: 3.